From a dataset of Full USPTO retrosynthesis dataset with 1.9M reactions from patents (1976-2016). Predict the reactants needed to synthesize the given product. (1) Given the product [CH3:12][NH:8][C:1]([NH:3][C:4]1[S:17][C:18]([C:19]2[CH:24]=[CH:23][N:22]=[CH:21][CH:20]=2)=[C:6]([CH3:7])[N:5]=1)=[O:2], predict the reactants needed to synthesize it. The reactants are: [C:1]([N:8]1[CH:12]=CN=C1)([N:3]1[CH:7]=[CH:6][N:5]=[CH:4]1)=[O:2].CC1N=C(N)[S:17][C:18]=1[C:19]1[CH:24]=[CH:23][N:22]=[CH:21][CH:20]=1. (2) Given the product [CH:1]1[C:13]2[CH:12]([CH2:14][O:15][C:16](=[O:17])[NH:18][C:19]([CH3:26])([CH3:25])[CH2:20][S:21]([Cl:29])(=[O:23])=[O:22])[C:11]3[C:6](=[CH:7][CH:8]=[CH:9][CH:10]=3)[C:5]=2[CH:4]=[CH:3][CH:2]=1, predict the reactants needed to synthesize it. The reactants are: [CH:1]1[C:13]2[CH:12]([CH2:14][O:15][C:16]([NH:18][C:19]([CH3:26])([CH3:25])[CH2:20][S:21](O)(=[O:23])=[O:22])=[O:17])[C:11]3[C:6](=[CH:7][CH:8]=[CH:9][CH:10]=3)[C:5]=2[CH:4]=[CH:3][CH:2]=1.C(Cl)([Cl:29])=O. (3) Given the product [Cl:1][C:2]1[CH:3]=[CH:4][C:5]2[O:9][C:8]([NH:10][CH2:11][C@@H:12]3[C@H:17]([CH3:18])[CH2:16][CH2:15][CH2:14][N:13]3[C:19]([C:37]3[C:42]([N:43]4[N:44]=[CH:45][CH:46]=[N:47]4)=[CH:41][CH:40]=[C:39]([CH3:48])[N:38]=3)=[O:21])=[N:7][C:6]=2[CH:25]=1, predict the reactants needed to synthesize it. The reactants are: [Cl:1][C:2]1[CH:3]=[CH:4][C:5]2[O:9][C:8]([NH:10][CH2:11][C@@H:12]3[C@H:17]([CH3:18])[CH2:16][CH2:15][CH2:14][N:13]3[C:19]([O:21]CC=C)=O)=[N:7][C:6]=2[CH:25]=1.NC[C@@H]1[C@H](C)CCCN1C([C:37]1[C:42]([N:43]2[N:47]=[CH:46][CH:45]=[N:44]2)=[CH:41][CH:40]=[C:39]([CH3:48])[N:38]=1)=O. (4) Given the product [Cl:13][C:6]1[CH:5]=[CH:4][N:3]=[C:2]([CH:14]([CH3:16])[CH3:15])[C:7]=1[C:8]([O:10][CH2:11][CH3:12])=[O:9], predict the reactants needed to synthesize it. The reactants are: Br[C:2]1[C:7]([C:8]([O:10][CH2:11][CH3:12])=[O:9])=[C:6]([Cl:13])[CH:5]=[CH:4][N:3]=1.[CH:14]([Zn]C(C)C)([CH3:16])[CH3:15].O.Cl. (5) Given the product [CH3:18][C:17]1[C:16]2[C:11](=[CH:12][C:13]([C:19]([F:20])([F:21])[F:22])=[CH:14][CH:15]=2)[N:10]=[C:9]([CH2:23][C:24]([CH3:27])([CH3:25])[CH3:26])[C:8]=1[C:6]([OH:7])=[O:5], predict the reactants needed to synthesize it. The reactants are: [Li+].[OH-].C([O:5][C:6]([C:8]1[C:9]([CH2:23][C:24]([CH3:27])([CH3:26])[CH3:25])=[N:10][C:11]2[C:16]([C:17]=1[CH3:18])=[CH:15][CH:14]=[C:13]([C:19]([F:22])([F:21])[F:20])[CH:12]=2)=[O:7])C.